This data is from Catalyst prediction with 721,799 reactions and 888 catalyst types from USPTO. The task is: Predict which catalyst facilitates the given reaction. (1) Reactant: [C:1]([NH:4][C:5]1[C:14](=[O:15])[C:13]2[N:12]=[C:11]([CH:16]=O)[CH:10]=[CH:9][C:8]=2[C:7](=[O:18])[CH:6]=1)(=[O:3])[CH3:2].[CH2:19]([O:24][C:25](=[O:38])[C@H:26]([CH2:28][C:29]1[C:37]2[C:32](=[CH:33][CH:34]=[CH:35][CH:36]=2)[NH:31][CH:30]=1)[NH2:27])[CH2:20][CH:21]([CH3:23])[CH3:22]. Product: [CH3:23][CH:21]([CH2:20][CH2:19][O:24][C:25]([C:26]1[CH:28]=[C:29]2[C:30](=[C:16]([C:11]3[CH:10]=[CH:9][C:8]4[C:7](=[O:18])[CH:6]=[C:5]([NH:4][C:1]([CH3:2])=[O:3])[C:14](=[O:15])[C:13]=4[N:12]=3)[N:27]=1)[NH:31][C:32]1[CH:33]=[CH:34][CH:35]=[CH:36][C:37]2=1)=[O:38])[CH3:22]. The catalyst class is: 113. (2) Reactant: [CH3:1][C:2]1[CH:7]=[CH:6][C:5]([CH2:8][CH:9]([C:13]2[CH:18]=[CH:17][CH:16]=[CH:15][CH:14]=2)[C:10](=O)[CH3:11])=[CH:4][CH:3]=1.C(O)(=O)C.C([BH3-])#[N:24].[Na+]. Product: [CH3:1][C:2]1[CH:7]=[CH:6][C:5]([CH2:8][CH:9]([C:13]2[CH:18]=[CH:17][CH:16]=[CH:15][CH:14]=2)[CH:10]([NH2:24])[CH3:11])=[CH:4][CH:3]=1. The catalyst class is: 547. (3) Reactant: [OH:1][CH2:2][C:3]1[C:7]2[CH:8]=[N:9][C:10]([NH:12][C:13]([NH:15][C@@H:16]([C:18]3[CH:23]=[CH:22][CH:21]=[CH:20][CH:19]=3)[CH3:17])=[O:14])=[CH:11][C:6]=2[N:5]([C:24]([C:37]2[CH:42]=[CH:41][CH:40]=[CH:39][CH:38]=2)([C:31]2[CH:36]=[CH:35][CH:34]=[CH:33][CH:32]=2)[C:25]2[CH:30]=[CH:29][CH:28]=[CH:27][CH:26]=2)[N:4]=1.C(=O)([O-])[O-].[Cs+].[Cs+].I[CH2:50][CH3:51].O. Product: [CH2:50]([O:1][CH2:2][C:3]1[C:7]2[CH:8]=[N:9][C:10]([NH:12][C:13]([NH:15][C@@H:16]([C:18]3[CH:23]=[CH:22][CH:21]=[CH:20][CH:19]=3)[CH3:17])=[O:14])=[CH:11][C:6]=2[N:5]([C:24]([C:37]2[CH:42]=[CH:41][CH:40]=[CH:39][CH:38]=2)([C:25]2[CH:26]=[CH:27][CH:28]=[CH:29][CH:30]=2)[C:31]2[CH:32]=[CH:33][CH:34]=[CH:35][CH:36]=2)[N:4]=1)[CH3:51]. The catalyst class is: 3. (4) Reactant: Cl[C:2]1[C:7]([C:8]#[N:9])=[C:6]([C:10]2[S:14][CH:13]=[N:12][CH:11]=2)[C:5]([C:15]#[N:16])=[C:4]([S:17][CH2:18][C:19]2[N:20]=[C:21]([C:24]3[CH:29]=[CH:28][C:27]([Cl:30])=[CH:26][CH:25]=3)[S:22][CH:23]=2)[N:3]=1.[NH2:31][CH2:32][C@@H:33]([OH:36])[CH2:34][OH:35]. Product: [Cl:30][C:27]1[CH:28]=[CH:29][C:24]([C:21]2[S:22][CH:23]=[C:19]([CH2:18][S:17][C:4]3[C:5]([C:15]#[N:16])=[C:6]([C:10]4[S:14][CH:13]=[N:12][CH:11]=4)[C:7]([C:8]#[N:9])=[C:2]([NH:31][CH2:32][C@@H:33]([OH:36])[CH2:34][OH:35])[N:3]=3)[N:20]=2)=[CH:25][CH:26]=1. The catalyst class is: 1. (5) Reactant: Cl[C:2]1[N:7]=[C:6]2[S:8][C:9]([NH:11][C:12]3[CH:17]=[C:16]([CH2:18][C:19]4[CH:24]=[CH:23][CH:22]=[CH:21][CH:20]=4)[N:15]=[C:14]([NH:25][C@H:26]4[CH2:31][CH2:30][C@H:29]([OH:32])[CH2:28][CH2:27]4)[N:13]=3)=[N:10][C:5]2=[CH:4][CH:3]=1.[NH:33]([CH2:37]CO)[CH2:34]CO. Product: [CH3:34][N:33]([CH3:37])[C:2]1[N:7]=[C:6]2[S:8][C:9]([NH:11][C:12]3[CH:17]=[C:16]([CH2:18][C:19]4[CH:24]=[CH:23][CH:22]=[CH:21][CH:20]=4)[N:15]=[C:14]([NH:25][C@H:26]4[CH2:31][CH2:30][C@H:29]([OH:32])[CH2:28][CH2:27]4)[N:13]=3)=[N:10][C:5]2=[CH:4][CH:3]=1. The catalyst class is: 9.